From a dataset of Peptide-MHC class II binding affinity with 134,281 pairs from IEDB. Regression. Given a peptide amino acid sequence and an MHC pseudo amino acid sequence, predict their binding affinity value. This is MHC class II binding data. (1) The peptide sequence is TEGRCLHYTVDKSKPKVY. The MHC is DRB1_0401 with pseudo-sequence DRB1_0401. The binding affinity (normalized) is 0.324. (2) The binding affinity (normalized) is 0.143. The MHC is HLA-DQA10201-DQB10202 with pseudo-sequence HLA-DQA10201-DQB10202. The peptide sequence is TLTPMMSSKFPELGM. (3) The peptide sequence is EQISVLRKAFDAFDR. The MHC is DRB4_0101 with pseudo-sequence DRB4_0103. The binding affinity (normalized) is 0.482. (4) The peptide sequence is AEKFKEDVINDFVSS. The MHC is DRB1_0701 with pseudo-sequence DRB1_0701. The binding affinity (normalized) is 0.441. (5) The peptide sequence is ILFSYFQDLVITLPF. The MHC is HLA-DPA10103-DPB10401 with pseudo-sequence HLA-DPA10103-DPB10401. The binding affinity (normalized) is 0.871. (6) The peptide sequence is RADEINAIFEENEVD. The MHC is DRB3_0301 with pseudo-sequence DRB3_0301. The binding affinity (normalized) is 0.